This data is from Peptide-MHC class I binding affinity with 185,985 pairs from IEDB/IMGT. The task is: Regression. Given a peptide amino acid sequence and an MHC pseudo amino acid sequence, predict their binding affinity value. This is MHC class I binding data. (1) The peptide sequence is ISPRTLNAW. The MHC is HLA-A23:01 with pseudo-sequence HLA-A23:01. The binding affinity (normalized) is 0.00863. (2) The binding affinity (normalized) is 0.394. The peptide sequence is KSAAIDGEY. The MHC is HLA-A30:02 with pseudo-sequence HLA-A30:02.